Dataset: Reaction yield outcomes from USPTO patents with 853,638 reactions. Task: Predict the reaction yield, written as a fraction of the theoretical maximum amount of product (1.0 means a 100% yield; for example, 0.34 means a 34% yield). (1) The reactants are [NH2:1][C:2]1[CH:3]=[C:4]([CH:10]=[CH:11][CH:12]=1)[C:5]([O:7][CH2:8][CH3:9])=[O:6].[F:13][C:14]([F:25])([F:24])[C:15]1[CH:16]=[C:17](B(O)O)[CH:18]=[CH:19][CH:20]=1.N1C=CC=CC=1. The catalyst is ClCCl.C([O-])(=O)C.[Cu+2].C([O-])(=O)C. The product is [F:13][C:14]([F:25])([F:24])[C:15]1[CH:20]=[C:19]([NH:1][C:2]2[CH:3]=[C:4]([CH:10]=[CH:11][CH:12]=2)[C:5]([O:7][CH2:8][CH3:9])=[O:6])[CH:18]=[CH:17][CH:16]=1. The yield is 0.600. (2) The reactants are [CH2:1](Cl)[C:2]1[CH:7]=[CH:6][CH:5]=[CH:4][CH:3]=1.[C:9]1([C:15]2([OH:21])[CH2:20][CH2:19][NH:18][CH2:17][CH2:16]2)[CH:14]=[CH:13][CH:12]=[CH:11][CH:10]=1.CC([O-])(C)C.[K+].CO. The catalyst is C(O)(C)(C)C. The product is [CH2:1]([N:18]1[CH2:19][CH2:20][C:15]([OH:21])([C:9]2[CH:10]=[CH:11][CH:12]=[CH:13][CH:14]=2)[CH2:16][CH2:17]1)[C:2]1[CH:7]=[CH:6][CH:5]=[CH:4][CH:3]=1. The yield is 0.840. (3) The reactants are [SH:1][C:2]1[S:3][C:4]2[CH:10]=[C:9]([C:11]#[N:12])[CH:8]=[CH:7][C:5]=2[N:6]=1.[Cl:13][C:14]1[CH:19]=[C:18]([N+:20]([O-:22])=[O:21])[CH:17]=[CH:16][C:15]=1F.[H-].[Na+]. The catalyst is CN(C=O)C. The product is [Cl:13][C:14]1[CH:19]=[C:18]([N+:20]([O-:22])=[O:21])[CH:17]=[CH:16][C:15]=1[S:1][C:2]1[S:3][C:4]2[CH:10]=[C:9]([C:11]#[N:12])[CH:8]=[CH:7][C:5]=2[N:6]=1. The yield is 0.930. (4) The reactants are I[CH3:2].[OH:3][C:4]1[CH:13]=[CH:12][C:11]2[CH:10]([C:14]([O:16][CH2:17][CH3:18])=[O:15])[N:9]([C:19]([O:21][C:22]([CH3:25])([CH3:24])[CH3:23])=[O:20])[CH2:8][CH2:7][C:6]=2[N:5]=1. The catalyst is C(=O)([O-])[O-].[Ag+].[Ag+].C1COCC1. The product is [CH3:2][O:3][C:4]1[CH:13]=[CH:12][C:11]2[CH:10]([C:14]([O:16][CH2:17][CH3:18])=[O:15])[N:9]([C:19]([O:21][C:22]([CH3:24])([CH3:23])[CH3:25])=[O:20])[CH2:8][CH2:7][C:6]=2[N:5]=1. The yield is 0.890. (5) The reactants are [NH2:1][C:2]1[CH:7]=[CH:6][C:5]([N:8]2[CH:13]=[CH:12][CH:11]=[CH:10][C:9]2=[O:14])=[CH:4][C:3]=1[F:15].C[Si]([N-][Si](C)(C)C)(C)C.[Li+].[CH3:26][O:27][C:28]1[CH:43]=[CH:42][C:31]([CH2:32][O:33][CH2:34][C@@H:35]2[C@@H:40]3[C@H:36]2[CH2:37][O:38][C:39]3=[O:41])=[CH:30][CH:29]=1.Cl. The catalyst is C1COCC1.CCOC(C)=O. The product is [F:15][C:3]1[CH:4]=[C:5]([N:8]2[CH:13]=[CH:12][CH:11]=[CH:10][C:9]2=[O:14])[CH:6]=[CH:7][C:2]=1[NH:1][C:37]([C@@H:36]1[C@@H:35]([CH2:34][O:33][CH2:32][C:31]2[CH:42]=[CH:43][C:28]([O:27][CH3:26])=[CH:29][CH:30]=2)[C@@H:40]1[CH2:39][OH:41])=[O:38]. The yield is 0.770. (6) The reactants are [CH2:1]([NH:5][C:6]1[CH:7]=[CH:8][C:9]2[N:10]([C:12]([C:15]3[CH:35]=[CH:34][C:18]([C:19]([N:21]4[CH2:26][CH2:25][N:24](C([O:29][C:30]([CH3:33])(C)C)=O)[CH2:23][CH2:22]4)=[O:20])=[CH:17][CH:16]=3)=[CH:13][N:14]=2)[N:11]=1)[CH2:2][CH2:3][CH3:4].C(Cl)(=[O:38])C. No catalyst specified. The product is [C:30]([OH:38])(=[O:29])[CH3:33].[CH2:1]([NH:5][C:6]1[CH:7]=[CH:8][C:9]2[N:10]([C:12]([C:15]3[CH:16]=[CH:17][C:18]([C:19]([N:21]4[CH2:26][CH2:25][NH:24][CH2:23][CH2:22]4)=[O:20])=[CH:34][CH:35]=3)=[CH:13][N:14]=2)[N:11]=1)[CH2:2][CH2:3][CH3:4]. The yield is 0.760. (7) The reactants are [CH:1]1[C:13]2[NH:12][C:11]3[C:6](=[CH:7][CH:8]=[CH:9][CH:10]=3)[C:5]=2[CH:4]=[CH:3][CH:2]=1.[H-].[Na+].Cl[CH2:17][CH2:18][O:19][CH2:20][CH2:21][O:22][CH3:23]. The catalyst is CN(C=O)C. The product is [CH3:23][O:22][CH2:21][CH2:20][O:19][CH2:18][CH2:17][N:12]1[C:11]2[CH:10]=[CH:9][CH:8]=[CH:7][C:6]=2[C:5]2[C:13]1=[CH:1][CH:2]=[CH:3][CH:4]=2. The yield is 0.830. (8) The reactants are Cl[C:2]1[C:3]2[CH:20]=[CH:19][N:18]([CH:21]([CH3:23])[CH3:22])[C:4]=2[N:5]=[C:6]([S:8]([C:11]2[CH:16]=[CH:15][C:14]([F:17])=[CH:13][CH:12]=2)(=[O:10])=[O:9])[N:7]=1.[CH3:24][C:25]1[NH:29][N:28]=[C:27]([NH2:30])[CH:26]=1.[I-].[Na+].CCN(C(C)C)C(C)C. The catalyst is CN(C=O)C. The product is [F:17][C:14]1[CH:15]=[CH:16][C:11]([S:8]([C:6]2[N:7]=[C:2]([NH:30][C:27]3[CH:26]=[C:25]([CH3:24])[NH:29][N:28]=3)[C:3]3[CH:20]=[CH:19][N:18]([CH:21]([CH3:23])[CH3:22])[C:4]=3[N:5]=2)(=[O:10])=[O:9])=[CH:12][CH:13]=1. The yield is 0.160. (9) The reactants are [N:1]1([C:8]([O:10][C:11]([CH3:14])([CH3:13])[CH3:12])=[O:9])[CH2:7][CH2:6][C@H:2]1[C:3]([OH:5])=O.CN(C(ON1N=NC2C=CC=CC1=2)=[N+](C)C)C.[B-](F)(F)(F)F.[NH2:37][CH2:38][C:39]1[CH:46]=[CH:45][C:42](C#N)=[C:41](F)[CH:40]=1.C(N(C(C)C)CC)(C)C. The catalyst is CN(C=O)C. The product is [N:1]1([C:8]([O:10][C:11]([CH3:14])([CH3:13])[CH3:12])=[O:9])[CH2:7][CH2:6][C@H:2]1[C:3]([NH:37][CH2:38][C:39]1[CH:46]=[CH:45][CH:42]=[CH:41][CH:40]=1)=[O:5]. The yield is 0.740.